From a dataset of Forward reaction prediction with 1.9M reactions from USPTO patents (1976-2016). Predict the product of the given reaction. (1) The product is: [Cl:18][C:11]1[C:12]([C:14]([F:17])([F:16])[F:15])=[CH:13][C:8]([O:7][CH2:6][C:5]2[CH:19]=[CH:20][C:2]([C:56]([NH:25][S:22]([CH3:21])(=[O:24])=[O:23])=[O:55])=[CH:3][CH:4]=2)=[N:9][CH:10]=1. Given the reactants Br[C:2]1[CH:20]=[CH:19][C:5]([CH2:6][O:7][C:8]2[CH:13]=[C:12]([C:14]([F:17])([F:16])[F:15])[C:11]([Cl:18])=[CH:10][N:9]=2)=[CH:4][CH:3]=1.[CH3:21][S:22]([NH2:25])(=[O:24])=[O:23].F[B-](F)(F)F.C([PH+](C(C)(C)C)C(C)(C)C)(C)(C)C.N12CCCN=C1CCCCC2.[O:55]1CCOC[CH2:56]1, predict the reaction product. (2) Given the reactants [F:1][C:2]1[C:10]([O:11][C:12]2[C:21]3[C:16](=[CH:17][C:18]([O:24][CH2:25][C@H:26]4[CH2:30][CH2:29][CH2:28][NH:27]4)=[C:19]([O:22][CH3:23])[CH:20]=3)[N:15]=[CH:14][N:13]=2)=[CH:9][CH:8]=[C:7]2[C:3]=1[CH:4]=[C:5]([CH3:31])[NH:6]2.[C:32](Cl)(=[O:34])[CH3:33], predict the reaction product. The product is: [C:32]([N:27]1[CH2:28][CH2:29][CH2:30][C@@H:26]1[CH2:25][O:24][C:18]1[CH:17]=[C:16]2[C:21]([C:12]([O:11][C:10]3[C:2]([F:1])=[C:3]4[C:7](=[CH:8][CH:9]=3)[NH:6][C:5]([CH3:31])=[CH:4]4)=[N:13][CH:14]=[N:15]2)=[CH:20][C:19]=1[O:22][CH3:23])(=[O:34])[CH3:33]. (3) Given the reactants C(N(CC)CC)C.[N:8]([C:11]1[CH:16]=[CH:15][N:14]=[CH:13][C:12]=1[CH:17]=O)=[N+:9]=[N-:10].[NH2:19][C:20]1[C:27]([Cl:28])=[CH:26][C:23]([C:24]#[N:25])=[CH:22][C:21]=1[Cl:29], predict the reaction product. The product is: [N:8]([C:11]1[CH:16]=[CH:15][N:14]=[CH:13][C:12]=1/[CH:17]=[N:19]/[C:20]1[C:21]([Cl:29])=[CH:22][C:23]([C:24]#[N:25])=[CH:26][C:27]=1[Cl:28])=[N+:9]=[N-:10]. (4) The product is: [F:43][C:32]1[CH:31]=[C:30]([C@:15]([NH:14][C:12]([NH:11][CH2:10][CH2:9][CH2:8][CH2:7][CH2:6][C:5]2[N:4]=[N:3][N:2]([CH3:44])[N:1]=2)=[O:13])([C:23]2[CH:24]=[CH:25][C:26]([F:29])=[CH:27][CH:28]=2)[CH2:16][C:17]2[CH:18]=[CH:19][CH:20]=[CH:21][CH:22]=2)[CH:35]=[C:34]([O:36][C:37]([F:42])([F:41])[CH:38]([F:40])[F:39])[CH:33]=1. Given the reactants [N:1]1[NH:2][N:3]=[N:4][C:5]=1[CH2:6][CH2:7][CH2:8][CH2:9][CH2:10][NH:11][C:12]([NH:14][C@@:15]([C:30]1[CH:35]=[C:34]([O:36][C:37]([F:42])([F:41])[CH:38]([F:40])[F:39])[CH:33]=[C:32]([F:43])[CH:31]=1)([C:23]1[CH:28]=[CH:27][C:26]([F:29])=[CH:25][CH:24]=1)[CH2:16][C:17]1[CH:22]=[CH:21][CH:20]=[CH:19][CH:18]=1)=[O:13].[C:44]([O-])([O-])=O.[K+].[K+].CI, predict the reaction product. (5) Given the reactants [Br:1][C:2]1[CH:7]=[CH:6][CH:5]=[CH:4][C:3]=1[CH2:8][CH2:9][C:10]([OH:12])=O.S(Cl)(Cl)=O.[Cl-].[Al+3].[Cl-].[Cl-], predict the reaction product. The product is: [Br:1][C:2]1[CH:7]=[CH:6][CH:5]=[C:4]2[C:3]=1[CH2:8][CH2:9][C:10]2=[O:12]. (6) Given the reactants [CH3:1][N:2]1[CH:10]=[C:9]2[C:4]([CH:5]=[CH:6][CH:7]=[C:8]2/[CH:11]=[CH:12]\[CH2:13][OH:14])=[N:3]1.[CH3:15]CCCCC.C([Zn]CC)C.ICI, predict the reaction product. The product is: [CH3:1][N:2]1[CH:10]=[C:9]2[C:4]([CH:5]=[CH:6][CH:7]=[C:8]2[C@H:11]2[CH2:15][C@H:12]2[CH2:13][OH:14])=[N:3]1. (7) Given the reactants [H-].[Al+3].[Li+].[H-].[H-].[H-].[NH:7]1[C:15]2[C:10](=[CH:11][CH:12]=[CH:13][CH:14]=2)[C:9]([CH2:16][CH2:17][C:18]([N:20]2[CH2:24][CH2:23][CH2:22][CH2:21]2)=O)=[CH:8]1.O, predict the reaction product. The product is: [N:20]1([CH2:18][CH2:17][CH2:16][C:9]2[C:10]3[C:15](=[CH:14][CH:13]=[CH:12][CH:11]=3)[NH:7][CH:8]=2)[CH2:24][CH2:23][CH2:22][CH2:21]1.